The task is: Predict the reaction yield, written as a fraction of the theoretical maximum amount of product (1.0 means a 100% yield; for example, 0.34 means a 34% yield).. This data is from Reaction yield outcomes from USPTO patents with 853,638 reactions. (1) The reactants are [CH3:1][CH:2]([CH:9]=[C:10]([CH3:12])[CH3:11])[CH2:3][CH2:4][CH2:5][CH2:6][CH2:7][OH:8].C(N(CC)CC)C.[C:20](Cl)(=[O:22])[CH3:21].Cl. The catalyst is CC(OC)(C)C. The product is [C:20]([O:8][CH2:7][CH2:6][CH2:5][CH2:4][CH2:3][CH:2]([CH3:1])[CH:9]=[C:10]([CH3:11])[CH3:12])(=[O:22])[CH3:21]. The yield is 0.760. (2) The reactants are [Cl:1][C:2]1[CH:10]=[CH:9][CH:8]=[C:7]([CH:11]2[CH2:13][CH2:12]2)[C:3]=1[C:4](O)=[O:5].C(Cl)(=O)C([Cl:17])=O. The catalyst is C(Cl)Cl. The product is [Cl:1][C:2]1[CH:10]=[CH:9][CH:8]=[C:7]([CH:11]2[CH2:13][CH2:12]2)[C:3]=1[C:4]([Cl:17])=[O:5]. The yield is 0.860. (3) The reactants are COC[O:4][C:5]1[CH:10]=[C:9]([O:11]COC)[CH:8]=[CH:7][C:6]=1[C:15]1[N:16]([CH2:34][CH2:35][O:36]C2CCCCO2)[C:17]2[C:22]([C:23]=1[CH:24]1[CH2:29][CH2:28][CH2:27][CH2:26][CH2:25]1)=[CH:21][CH:20]=[C:19]([C:30]([O:32][CH3:33])=[O:31])[CH:18]=2.Cl. The catalyst is CO.O1CCCC1. The product is [CH:24]1([C:23]2[C:22]3[C:17](=[CH:18][C:19]([C:30]([O:32][CH3:33])=[O:31])=[CH:20][CH:21]=3)[N:16]([CH2:34][CH2:35][OH:36])[C:15]=2[C:6]2[CH:7]=[CH:8][C:9]([OH:11])=[CH:10][C:5]=2[OH:4])[CH2:25][CH2:26][CH2:27][CH2:28][CH2:29]1. The yield is 0.680. (4) The reactants are [CH3:1][N:2]([CH3:17])[S:3]([CH2:6][CH2:7][C:8]1[CH:13]=[CH:12][C:11]([N+:14]([O-])=O)=[CH:10][CH:9]=1)(=[O:5])=[O:4]. The catalyst is CO.[Pd]. The product is [CH3:17][N:2]([CH3:1])[S:3]([CH2:6][CH2:7][C:8]1[CH:9]=[CH:10][C:11]([NH2:14])=[CH:12][CH:13]=1)(=[O:4])=[O:5]. The yield is 0.910. (5) The catalyst is [Cu]I.CN(C=O)C. The yield is 0.530. The reactants are [C:1]([C:3]1[N:7]2[CH:8]=[CH:9][CH:10]=[CH:11][C:6]2=[N:5][CH:4]=1)#[CH:2].N1C=C(C#C[C:23]2[CH:24]=[C:25]([CH:47]=[CH:48][C:49]=2[CH3:50])[C:26]([NH:28][C:29]2[CH:34]=[CH:33][C:32]([CH2:35][N:36]3[CH2:41][CH2:40][N:39]([CH3:42])[CH2:38][CH2:37]3)=[C:31]([C:43]([F:46])([F:45])[F:44])[CH:30]=2)=[O:27])N2C=CN=CC=12.N#N.C(N(CC)C(C)C)(C)C. The product is [N:5]1[CH:4]=[C:3]([C:1]#[C:2][C:48]2[CH:47]=[C:25]([CH:24]=[CH:23][C:49]=2[CH3:50])[C:26]([NH:28][C:29]2[CH:34]=[CH:33][C:32]([CH2:35][N:36]3[CH2:41][CH2:40][N:39]([CH3:42])[CH2:38][CH2:37]3)=[C:31]([C:43]([F:46])([F:45])[F:44])[CH:30]=2)=[O:27])[N:7]2[CH:8]=[CH:9][CH:10]=[CH:11][C:6]=12. (6) The reactants are [F:1][C:2]1[C:11]2[C:12]([OH:16])([CH2:14][OH:15])[CH2:13][N:9]3[C:10]=2[C:5]([CH:6]=[CH:7][C:8]3=[O:17])=[CH:4][CH:3]=1.[C:18]1([CH3:28])[CH:23]=[CH:22][C:21]([S:24](Cl)(=[O:26])=[O:25])=[CH:20][CH:19]=1.C(=O)(O)[O-].[Na+]. The catalyst is ClCCl.O1CCCC1.CN(C=O)C.C(N(CC)CC)C.C([Sn](CCCC)=O)CCC. The product is [CH3:28][C:18]1[CH:23]=[CH:22][C:21]([S:24]([O:16][C:12]2([CH2:14][OH:15])[C:11]3=[C:10]4[C:5](=[CH:4][CH:3]=[C:2]3[F:1])[CH:6]=[CH:7][C:8](=[O:17])[N:9]4[CH2:13]2)(=[O:26])=[O:25])=[CH:20][CH:19]=1. The yield is 0.770. (7) The reactants are CC(C)[C@@H:3]([N:8]1[CH2:16][C:15]2[C:10](=[CH:11][CH:12]=[C:13]([C:17]3[CH:22]=[CH:21][C:20]([NH:23][C:24]([NH:26][C:27]4[CH:32]=[CH:31][CH:30]=[C:29]([C:33]([F:36])([F:35])[F:34])[CH:28]=4)=[O:25])=[CH:19][CH:18]=3)[CH:14]=2)[C:9]1=[O:37])[C:4]([O:6][CH3:7])=[O:5].BrC1[CH:41]=[C:42]2[C:46](=CC=1)C(=O)N([C@@H](CC(C)C)C(OC)=O)[CH2:43]2.CC1(C)C(C)(C)OB(C2C=CC(NC(NC3C=CC=C(C(F)(F)F)C=3)=O)=CC=2)O1. The catalyst is C1C=CC(P(C2C=CC=CC=2)[C-]2C=CC=C2)=CC=1.C1C=CC(P(C2C=CC=CC=2)[C-]2C=CC=C2)=CC=1.Cl[Pd]Cl.[Fe+2].C(Cl)Cl. The product is [CH3:41][CH:42]([CH3:46])[CH2:43][C@H:3]([N:8]1[CH2:16][C:15]2[C:10](=[CH:11][CH:12]=[C:13]([C:17]3[CH:18]=[CH:19][C:20]([NH:23][C:24]([NH:26][C:27]4[CH:32]=[CH:31][CH:30]=[C:29]([C:33]([F:36])([F:35])[F:34])[CH:28]=4)=[O:25])=[CH:21][CH:22]=3)[CH:14]=2)[C:9]1=[O:37])[C:4]([O:6][CH3:7])=[O:5]. The yield is 0.780. (8) The reactants are C(N(CC)CC)C.Br[C:9]1[C:10]([NH2:27])=[N:11][CH:12]=[C:13]([C:15]2[CH:20]=[CH:19][C:18]([S:21]([CH:24]([CH3:26])[CH3:25])(=[O:23])=[O:22])=[CH:17][CH:16]=2)[N:14]=1.[CH3:28][Si:29]([C:32]#[CH:33])([CH3:31])[CH3:30]. The catalyst is CN(C=O)C.[Cu]I.C1C=CC([P]([Pd]([P](C2C=CC=CC=2)(C2C=CC=CC=2)C2C=CC=CC=2)([P](C2C=CC=CC=2)(C2C=CC=CC=2)C2C=CC=CC=2)[P](C2C=CC=CC=2)(C2C=CC=CC=2)C2C=CC=CC=2)(C2C=CC=CC=2)C2C=CC=CC=2)=CC=1. The product is [CH:24]([S:21]([C:18]1[CH:19]=[CH:20][C:15]([C:13]2[N:14]=[C:9]([C:33]#[C:32][Si:29]([CH3:31])([CH3:30])[CH3:28])[C:10]([NH2:27])=[N:11][CH:12]=2)=[CH:16][CH:17]=1)(=[O:23])=[O:22])([CH3:26])[CH3:25]. The yield is 0.780. (9) The reactants are [CH2:1]1COCC1.C(Cl)(=O)C(Cl)=O.[Cl:12][C:13]1[CH:18]=[CH:17][C:16]([C:19](=[O:22])[CH2:20][CH3:21])=[C:15]([NH:23][C:24]2[CH:29]=[CH:28][CH:27]=[CH:26][CH:25]=2)[CH:14]=1. The catalyst is CN(C=O)C.O. The product is [Cl:12][C:13]1[CH:14]=[C:15]2[C:16]([C:19](=[O:22])[C:20]([CH3:1])=[CH:21][N:23]2[C:24]2[CH:25]=[CH:26][CH:27]=[CH:28][CH:29]=2)=[CH:17][CH:18]=1. The yield is 0.816. (10) The reactants are Cl[C:2]1[CH:7]=[C:6]([C:8]2[CH:13]=[CH:12][CH:11]=[C:10]([Cl:14])[C:9]=2[Cl:15])[N:5]=[C:4]([NH2:16])[N:3]=1.[Cl:17][C:18]1[CH:24]=[CH:23][C:21]([NH2:22])=[CH:20][CH:19]=1. No catalyst specified. The product is [Cl:15][C:9]1[C:10]([Cl:14])=[CH:11][CH:12]=[CH:13][C:8]=1[C:6]1[N:5]=[C:4]([NH2:16])[N:3]=[C:2]([NH:22][C:21]2[CH:23]=[CH:24][C:18]([Cl:17])=[CH:19][CH:20]=2)[CH:7]=1. The yield is 0.420.